From a dataset of Forward reaction prediction with 1.9M reactions from USPTO patents (1976-2016). Predict the product of the given reaction. (1) Given the reactants [Cl:1][C:2]1[CH:3]=[N:4][C:5]2[N:6]([N:8]=[C:9]([C:11]([OH:13])=O)[CH:10]=2)[CH:7]=1.[Cl:14][C:15]1[CH:16]=[C:17]2[C:22](=[CH:23][C:24]=1[Cl:25])[CH:21]([CH3:26])[NH:20][CH2:19][CH2:18]2, predict the reaction product. The product is: [Cl:1][C:2]1[CH:3]=[N:4][C:5]2[N:6]([N:8]=[C:9]([C:11]([N:20]3[CH2:19][CH2:18][C:17]4[C:22](=[CH:23][C:24]([Cl:25])=[C:15]([Cl:14])[CH:16]=4)[CH:21]3[CH3:26])=[O:13])[CH:10]=2)[CH:7]=1. (2) Given the reactants [NH2:1][C:2]1[CH:7]=[CH:6][C:5]([N:8]2[C@@H:12]3[CH2:13][CH2:14][CH2:15][CH2:16][C@H:11]3[N:10]([C:17]3[CH:24]=[CH:23][C:20]([C:21]#[N:22])=[C:19]([C:25]([F:28])([F:27])[F:26])[CH:18]=3)[C:9]2=[O:29])=[CH:4][C:3]=1[F:30].N1C=CC=CC=1.[CH3:37][S:38](Cl)(=[O:40])=[O:39], predict the reaction product. The product is: [C:21]([C:20]1[CH:23]=[CH:24][C:17]([N:10]2[C@@H:11]3[CH2:16][CH2:15][CH2:14][CH2:13][C@H:12]3[N:8]([C:5]3[CH:6]=[CH:7][C:2]([NH:1][S:38]([CH3:37])(=[O:40])=[O:39])=[C:3]([F:30])[CH:4]=3)[C:9]2=[O:29])=[CH:18][C:19]=1[C:25]([F:27])([F:28])[F:26])#[N:22]. (3) Given the reactants [F:1][C:2]1[CH:33]=[CH:32][CH:31]=[C:30](F)[C:3]=1[CH2:4][N:5]1[C:10]2[N:11]=[C:12]([NH:15][C:16]3[CH:21]=[CH:20][C:19]([N:22]4[CH2:27][CH2:26][N:25]([CH3:28])[CH2:24][CH2:23]4)=[CH:18][CH:17]=3)[N:13]=[CH:14][C:9]=2[CH:8]=[CH:7][C:6]1=[O:29].[CH3:35][S:36](C)=O, predict the reaction product. The product is: [F:1][C:2]1[CH:33]=[CH:32][CH:31]=[C:30]([S:36][CH3:35])[C:3]=1[CH2:4][N:5]1[C:10]2[N:11]=[C:12]([NH:15][C:16]3[CH:21]=[CH:20][C:19]([N:22]4[CH2:27][CH2:26][N:25]([CH3:28])[CH2:24][CH2:23]4)=[CH:18][CH:17]=3)[N:13]=[CH:14][C:9]=2[CH:8]=[CH:7][C:6]1=[O:29]. (4) Given the reactants [Cl:1][C:2]1[C:3]2[N:4]([C:16]([CH3:19])=[CH:17][CH:18]=2)[C:5]([C:8]([N:10]2[CH2:15][CH2:14][O:13][CH2:12][CH2:11]2)=[O:9])=[CH:6][N:7]=1.[Cl:20][C:21]1[CH:27]=[CH:26][C:24]([NH2:25])=[C:23]([F:28])[CH:22]=1, predict the reaction product. The product is: [ClH:1].[Cl:20][C:21]1[CH:27]=[CH:26][C:24]([NH:25][C:2]2[C:3]3[N:4]([C:16]([CH3:19])=[CH:17][CH:18]=3)[C:5]([C:8]([N:10]3[CH2:15][CH2:14][O:13][CH2:12][CH2:11]3)=[O:9])=[CH:6][N:7]=2)=[C:23]([F:28])[CH:22]=1. (5) Given the reactants [CH3:1][O:2][C:3]1[CH:8]=[CH:7][C:6]([N:9]2[C:13]3=[N:14][CH:15]=[N:16][C:17](=O)[CH:12]3[CH:11]=[N:10]2)=[CH:5][CH:4]=1.P(Cl)(Cl)([Cl:21])=O, predict the reaction product. The product is: [Cl:21][C:17]1[N:16]=[CH:15][N:14]=[C:13]2[N:9]([C:6]3[CH:7]=[CH:8][C:3]([O:2][CH3:1])=[CH:4][CH:5]=3)[N:10]=[CH:11][C:12]=12. (6) Given the reactants [BH4-].[Na+].[CH3:3][CH:4]1[CH2:13][C:12]2[N:11]=[N:10][C:9]([C:14]3[CH:19]=[CH:18][CH:17]=[C:16]([C:20]([F:23])([F:22])[F:21])[CH:15]=3)=[CH:8][C:7]=2[C:6](=[O:24])[CH2:5]1, predict the reaction product. The product is: [CH3:3][CH:4]1[CH2:13][C:12]2[N:11]=[N:10][C:9]([C:14]3[CH:19]=[CH:18][CH:17]=[C:16]([C:20]([F:23])([F:22])[F:21])[CH:15]=3)=[CH:8][C:7]=2[CH:6]([OH:24])[CH2:5]1.